This data is from Peptide-MHC class I binding affinity with 185,985 pairs from IEDB/IMGT. The task is: Regression. Given a peptide amino acid sequence and an MHC pseudo amino acid sequence, predict their binding affinity value. This is MHC class I binding data. (1) The peptide sequence is VTDTNKFAHY. The MHC is HLA-A02:06 with pseudo-sequence HLA-A02:06. The binding affinity (normalized) is 0. (2) The peptide sequence is LVSFLLLAGR. The MHC is HLA-A03:01 with pseudo-sequence HLA-A03:01. The binding affinity (normalized) is 0.382.